Regression. Given a peptide amino acid sequence and an MHC pseudo amino acid sequence, predict their binding affinity value. This is MHC class I binding data. From a dataset of Peptide-MHC class I binding affinity with 185,985 pairs from IEDB/IMGT. (1) The binding affinity (normalized) is 0.131. The peptide sequence is ASKSASVYY. The MHC is HLA-A01:01 with pseudo-sequence HLA-A01:01. (2) The peptide sequence is DLNSFEQLCI. The MHC is HLA-A68:02 with pseudo-sequence HLA-A68:02. The binding affinity (normalized) is 0.267.